This data is from Reaction yield outcomes from USPTO patents with 853,638 reactions. The task is: Predict the reaction yield, written as a fraction of the theoretical maximum amount of product (1.0 means a 100% yield; for example, 0.34 means a 34% yield). (1) The reactants are [C:1]([C:3]([C:6]1[CH:7]=[C:8]([CH:29]=[CH:30][CH:31]=1)[C:9]([NH:11][C:12]1[CH:17]=[C:16]([O:18][C:19]2[CH:24]=[CH:23][C:22]([N+:25]([O-])=O)=[CH:21][CH:20]=2)[CH:15]=[CH:14][C:13]=1[CH3:28])=[O:10])([CH3:5])[CH3:4])#[N:2].[Cl-].[Ca+2].[Cl-].O. The catalyst is C(O)C. The product is [NH2:25][C:22]1[CH:23]=[CH:24][C:19]([O:18][C:16]2[CH:15]=[CH:14][C:13]([CH3:28])=[C:12]([NH:11][C:9](=[O:10])[C:8]3[CH:29]=[CH:30][CH:31]=[C:6]([C:3]([C:1]#[N:2])([CH3:5])[CH3:4])[CH:7]=3)[CH:17]=2)=[CH:20][CH:21]=1. The yield is 0.940. (2) The yield is 0.920. The reactants are [NH2:1][C:2]1[CH:30]=[CH:29][C:5]2[NH:6][C:7]([C:12]3[C:13](=[O:28])[N:14]([CH2:23][CH2:24][CH:25]([CH3:27])[CH3:26])[C:15]4[C:20]([C:21]=3[OH:22])=[CH:19][CH:18]=[CH:17][N:16]=4)=[N:8][S:9](=[O:11])(=[O:10])[C:4]=2[CH:3]=1.[F:31][C:32]([F:43])([F:42])[C:33](O[C:33](=[O:34])[C:32]([F:43])([F:42])[F:31])=[O:34]. The product is [F:31][C:32]([F:43])([F:42])[C:33]([NH:1][C:2]1[CH:30]=[CH:29][C:5]2[NH:6][C:7]([C:12]3[C:13](=[O:28])[N:14]([CH2:23][CH2:24][CH:25]([CH3:27])[CH3:26])[C:15]4[C:20]([C:21]=3[OH:22])=[CH:19][CH:18]=[CH:17][N:16]=4)=[N:8][S:9](=[O:11])(=[O:10])[C:4]=2[CH:3]=1)=[O:34]. The catalyst is C(Cl)(Cl)Cl. (3) The reactants are N[C:2]1[CH:7]=[CH:6][C:5]([S:8]([OH:11])(=[O:10])=[O:9])=[C:4]([OH:12])[CH:3]=1.[F:13][C:14]1[C:21]([F:22])=[C:20]([C:23]([F:26])([F:25])[F:24])[C:19]([F:27])=[C:18]([F:28])[C:15]=1[CH2:16]Br.C[N:30](C=O)C. No catalyst specified. The product is [OH:12][C:4]1[CH:3]=[CH:2][C:7]([NH:30][CH2:16][C:15]2[C:14]([F:13])=[C:21]([F:22])[C:20]([C:23]([F:26])([F:25])[F:24])=[C:19]([F:27])[C:18]=2[F:28])=[CH:6][C:5]=1[S:8]([OH:11])(=[O:10])=[O:9]. The yield is 0.280. (4) The reactants are [NH2:1][C:2]1[C:7]([CH:8]=O)=[CH:6][N:5]=[C:4]([S:10][CH3:11])[N:3]=1.[CH3:12][O:13][C:14]1[CH:15]=[C:16]([CH:18]=[C:19]([O:21][CH3:22])[CH:20]=1)[NH2:17].C(O)(=O)C. The catalyst is O. The product is [CH3:22][O:21][C:19]1[CH:18]=[C:16]([NH:17][CH2:8][C:7]2[C:2]([NH2:1])=[N:3][C:4]([S:10][CH3:11])=[N:5][CH:6]=2)[CH:15]=[C:14]([O:13][CH3:12])[CH:20]=1. The yield is 0.960.